From a dataset of Full USPTO retrosynthesis dataset with 1.9M reactions from patents (1976-2016). Predict the reactants needed to synthesize the given product. (1) Given the product [F:13][C:14]([F:27])([F:26])[S:15]([O:1][C:2]1[CH:11]=[C:10]2[C:5]([C:6](=[O:12])[CH2:7][CH2:8][O:9]2)=[CH:4][CH:3]=1)(=[O:17])=[O:16], predict the reactants needed to synthesize it. The reactants are: [OH:1][C:2]1[CH:11]=[C:10]2[C:5]([C:6](=[O:12])[CH2:7][CH2:8][O:9]2)=[CH:4][CH:3]=1.[F:13][C:14]([F:27])([F:26])[S:15](O[S:15]([C:14]([F:27])([F:26])[F:13])(=[O:17])=[O:16])(=[O:17])=[O:16]. (2) Given the product [CH:8]1[N:9]([C@H:20]2[CH:21]=[CH:22][C@@H:23]([CH2:25][OH:26])[CH2:24]2)[C:10]2[N:11]=[C:12]([NH2:14])[N:13]=[C:5]([NH:4][CH:1]3[CH2:2][CH2:3]3)[C:6]=2[N:7]=1, predict the reactants needed to synthesize it. The reactants are: [CH:1]1([NH:4][C:5]2[N:13]=[C:12]([NH:14]C(=O)C(C)C)[N:11]=[C:10]3[C:6]=2[N:7]=[CH:8][N:9]3[C@@H:20]2[CH2:24][C@H:23]([CH2:25][OH:26])[CH:22]=[CH:21]2)[CH2:3][CH2:2]1.[OH-].[Na+]. (3) Given the product [CH:6]1([CH2:5][CH:4]([N:11]2[C:16](=[O:17])[CH:15]=[C:14]([O:18][CH3:19])[CH:13]=[N:12]2)[C:3]([OH:20])=[O:2])[CH2:10][CH2:9][CH2:8][CH2:7]1, predict the reactants needed to synthesize it. The reactants are: C[O:2][C:3](=[O:20])[CH:4]([N:11]1[C:16](=[O:17])[CH:15]=[C:14]([O:18][CH3:19])[CH:13]=[N:12]1)[CH2:5][CH:6]1[CH2:10][CH2:9][CH2:8][CH2:7]1.[OH-].[Na+]. (4) Given the product [Br:1][C:2]1[CH:3]=[C:4]([CH3:11])[C:5]2[N:9]=[CH:8][N:7]([CH:13]3[CH2:14][CH2:15][CH2:16][CH2:17][O:12]3)[C:6]=2[CH:10]=1, predict the reactants needed to synthesize it. The reactants are: [Br:1][C:2]1[CH:3]=[C:4]([CH3:11])[C:5]2[N:9]=[CH:8][NH:7][C:6]=2[CH:10]=1.[O:12]1[CH:17]=[CH:16][CH2:15][CH2:14][CH2:13]1.CS(O)(=O)=O. (5) Given the product [Cl:31][C:28]1[CH:27]=[CH:26][C:25]([CH:16]([C:18]2[CH:23]=[CH:22][C:21]([Cl:24])=[CH:20][CH:19]=2)[C:13]2[CH:14]=[C:15]3[C:10](=[CH:11][CH:12]=2)[N:9]=[N:8][CH:7]=[C:6]3[OH:5])=[CH:30][CH:29]=1, predict the reactants needed to synthesize it. The reactants are: C([O:5][C:6]1[C:15]2[C:10](=[CH:11][CH:12]=[C:13]([C:16]([C:25]3[CH:30]=[CH:29][C:28]([Cl:31])=[CH:27][CH:26]=3)([C:18]3[CH:23]=[CH:22][C:21]([Cl:24])=[CH:20][CH:19]=3)O)[CH:14]=2)[N:9]=[N:8][CH:7]=1)(C)(C)C.[SiH](CC)(CC)CC.FC(F)(F)C(O)=O. (6) Given the product [NH:16]([C:17]1[O:18][C:2]([C:3]([O:5][CH2:6][CH3:7])=[O:4])=[CH:8][N:19]=1)[C:10]1[CH:15]=[CH:14][CH:13]=[CH:12][CH:11]=1, predict the reactants needed to synthesize it. The reactants are: Cl[CH:2]([CH:8]=O)[C:3]([O:5][CH2:6][CH3:7])=[O:4].[C:10]1([NH:16][C:17]([NH2:19])=[O:18])[CH:15]=[CH:14][CH:13]=[CH:12][CH:11]=1. (7) Given the product [Cl:22][CH2:21][O:17][C:7]1[C:8]([C@H:12]([CH:14]2[CH2:16][CH2:15]2)[CH3:13])=[CH:9][CH:10]=[CH:11][C:6]=1[C@@H:4]([CH:1]1[CH2:2][CH2:3]1)[CH3:5], predict the reactants needed to synthesize it. The reactants are: [CH:1]1([C@@H:4]([C:6]2[CH:11]=[CH:10][CH:9]=[C:8]([C@@H:12]([CH:14]3[CH2:16][CH2:15]3)[CH3:13])[C:7]=2[OH:17])[CH3:5])[CH2:3][CH2:2]1.[OH-].[Na+].Br[CH2:21][Cl:22].